Dataset: Retrosynthesis with 50K atom-mapped reactions and 10 reaction types from USPTO. Task: Predict the reactants needed to synthesize the given product. Given the product Cc1cc(C)nc(NC(=O)NS(=O)(=O)c2ccccc2C(=O)OCc2ccccc2)n1, predict the reactants needed to synthesize it. The reactants are: BrCc1ccccc1.Cc1cc(C)nc(NC(=O)NS(=O)(=O)c2ccccc2C(=O)O)n1.